Dataset: Full USPTO retrosynthesis dataset with 1.9M reactions from patents (1976-2016). Task: Predict the reactants needed to synthesize the given product. Given the product [Br-:34].[CH:9]1([C@@:7]([OH:8])([C:1]2[CH:6]=[CH:5][CH:4]=[CH:3][CH:2]=2)[C:15]2[O:16][C:17]([CH2:20][N+:21]([CH3:23])([CH3:22])[CH2:33][CH2:32][CH2:31][O:24][C:25]3[CH:30]=[CH:29][CH:28]=[CH:27][CH:26]=3)=[CH:18][N:19]=2)[CH2:14][CH2:13][CH2:12][CH2:11][CH2:10]1, predict the reactants needed to synthesize it. The reactants are: [CH:1]1([C@:7]([C:15]2[O:16][C:17]([CH2:20][N:21]([CH3:23])[CH3:22])=[CH:18][N:19]=2)([C:9]2[CH:14]=[CH:13][CH:12]=[CH:11][CH:10]=2)[OH:8])[CH2:6][CH2:5][CH2:4][CH2:3][CH2:2]1.[O:24]([CH2:31][CH2:32][CH2:33][Br:34])[C:25]1[CH:30]=[CH:29][CH:28]=[CH:27][CH:26]=1.